From a dataset of Full USPTO retrosynthesis dataset with 1.9M reactions from patents (1976-2016). Predict the reactants needed to synthesize the given product. (1) Given the product [Cl:1][C:2]1[CH:3]=[C:4]([C@@H:8]2[C@@H:13]([C:14]3[CH:19]=[CH:18][C:17]([Cl:20])=[CH:16][N:15]=3)[N:12]([CH2:25][C:26]3[CH:31]=[CH:30][C:29]([O:32][CH3:33])=[CH:28][C:27]=3[O:34][CH3:35])[C:11](=[O:21])[CH2:10][CH2:9]2)[CH:5]=[CH:6][CH:7]=1, predict the reactants needed to synthesize it. The reactants are: [Cl:1][C:2]1[CH:3]=[C:4]([C@H:8]2[C@H:13]([C:14]3[CH:19]=[CH:18][C:17]([Cl:20])=[CH:16][N:15]=3)[NH:12][C:11](=[O:21])[CH2:10][CH2:9]2)[CH:5]=[CH:6][CH:7]=1.[H-].[Na+].Cl[CH2:25][C:26]1[CH:31]=[CH:30][C:29]([O:32][CH3:33])=[CH:28][C:27]=1[O:34][CH3:35].C(O)(=O)C.C([O-])(O)=O.[Na+]. (2) Given the product [CH2:4]([O:5][C:6](=[O:7])[C:8]([F:9])=[C:18]([C:21]1[O:25][C:24]2[C:26]([C:30]3[CH:35]=[C:34]([CH2:36][CH3:37])[CH:33]=[C:32]([C:38]([CH3:41])([CH3:40])[CH3:39])[C:31]=3[O:42][CH2:43][CH2:44][CH3:45])=[CH:27][CH:28]=[CH:29][C:23]=2[CH:22]=1)[CH3:19])[CH3:3], predict the reactants needed to synthesize it. The reactants are: [H-].[Na+].[CH3:3][CH2:4][O:5][C:6]([CH:8](P(OCC)(OCC)=O)[F:9])=[O:7].[C:18]([C:21]1[O:25][C:24]2[C:26]([C:30]3[CH:35]=[C:34]([CH2:36][CH3:37])[CH:33]=[C:32]([C:38]([CH3:41])([CH3:40])[CH3:39])[C:31]=3[O:42][CH2:43][CH2:44][CH3:45])=[CH:27][CH:28]=[CH:29][C:23]=2[CH:22]=1)(=O)[CH3:19].O. (3) Given the product [CH2:1]([O:3][C:4]([CH:6]1[CH:8]2[CH2:9][C:10]3[CH:11]=[C:12]([OH:18])[N:13]=[CH:14][C:15]=3[CH:7]12)=[O:5])[CH3:2], predict the reactants needed to synthesize it. The reactants are: [CH2:1]([O:3][C:4]([CH:6]1[CH:8]2[CH2:9][C:10]3[CH:11]=[C:12](N)[N:13]=[CH:14][C:15]=3[CH:7]12)=[O:5])[CH3:2].N([O-])=[O:18].[Na+]. (4) Given the product [Br:16][C:17]1[C:18]([CH2:24][OH:25])=[CH:19][C:20]([F:23])=[C:21]([CH:22]=1)[CH:28]=[O:29], predict the reactants needed to synthesize it. The reactants are: CC1CCCN(C)C1(C)C.C([Li])CCC.[Br:16][C:17]1[CH:22]=[CH:21][C:20]([F:23])=[CH:19][C:18]=1[CH2:24][OH:25].CN(C)[CH:28]=[O:29].[Cl-].[NH4+]. (5) Given the product [CH2:16]([O:18][C:19](/[C:20](=[CH:14]/[C:12]1[O:13][C:9]([CH2:7][CH3:8])=[CH:10][CH:11]=1)/[CH2:21][C:22]([OH:24])=[O:23])=[O:27])[CH3:17], predict the reactants needed to synthesize it. The reactants are: C(O[K])(C)(C)C.[CH2:7]([C:9]1[O:13][C:12]([CH:14]=O)=[CH:11][CH:10]=1)[CH3:8].[CH2:16]([O:18][C:19](=[O:27])[CH2:20][CH2:21][C:22]([O:24]CC)=[O:23])[CH3:17].